This data is from Full USPTO retrosynthesis dataset with 1.9M reactions from patents (1976-2016). The task is: Predict the reactants needed to synthesize the given product. (1) Given the product [C:11]([O:15][C:16]([NH:17][C@H:18]1[CH2:23][CH2:22][CH2:21][N:20]([CH2:2][CH2:3][O:4][C:5](=[O:10])[C:6]([CH3:9])([CH3:8])[CH3:7])[CH2:19]1)=[O:24])([CH3:14])([CH3:12])[CH3:13], predict the reactants needed to synthesize it. The reactants are: Br[CH2:2][CH2:3][O:4][C:5](=[O:10])[C:6]([CH3:9])([CH3:8])[CH3:7].[C:11]([O:15][C:16](=[O:24])[NH:17][C@H:18]1[CH2:23][CH2:22][CH2:21][NH:20][CH2:19]1)([CH3:14])([CH3:13])[CH3:12].C(=O)([O-])[O-].[K+].[K+].[I-].[Na+]. (2) Given the product [F:2][C:3]1[CH:8]=[CH:7][C:6]([NH:9][C:10]2[C:15]([NH:16][N:17]=[CH:35][C:33]3[O:34][C:30]([C:26]4[CH:27]=[CH:28][CH:29]=[C:24]([N+:21]([O-:23])=[O:22])[CH:25]=4)=[CH:31][CH:32]=3)=[N:14][C:13]3=[N:18][O:19][N:20]=[C:12]3[N:11]=2)=[CH:5][CH:4]=1, predict the reactants needed to synthesize it. The reactants are: Cl.[F:2][C:3]1[CH:8]=[CH:7][C:6]([NH:9][C:10]2[C:15]([NH:16][NH2:17])=[N:14][C:13]3=[N:18][O:19][N:20]=[C:12]3[N:11]=2)=[CH:5][CH:4]=1.[N+:21]([C:24]1[CH:25]=[C:26]([C:30]2[O:34][C:33]([CH:35]=O)=[CH:32][CH:31]=2)[CH:27]=[CH:28][CH:29]=1)([O-:23])=[O:22]. (3) Given the product [F:48][C:44]1[C:22]([O:23][CH2:24][C:25]2[CH:26]=[CH:27][C:28]([CH:31]3[CH2:36][CH2:35][NH:34][CH2:33][CH2:32]3)=[CH:29][CH:30]=2)=[C:21]([C:19]2[N:20]=[C:15]([N:9]3[C:10]([C:11]([F:13])([F:14])[F:12])=[C:6]([C:4]([O:3][CH2:1][CH3:2])=[O:5])[CH:7]=[N:8]3)[CH:16]=[CH:17][CH:18]=2)[CH:47]=[CH:46][CH:45]=1, predict the reactants needed to synthesize it. The reactants are: [CH2:1]([O:3][C:4]([C:6]1[CH:7]=[N:8][N:9]([C:15]2[N:20]=[C:19]([C:21]3[CH:47]=[CH:46][CH:45]=[C:44]([F:48])[C:22]=3[O:23][CH2:24][C:25]3[CH:30]=[CH:29][C:28]([CH:31]4[CH2:36][CH2:35][N:34](C(OC(C)(C)C)=O)[CH2:33][CH2:32]4)=[CH:27][CH:26]=3)[CH:18]=[CH:17][CH:16]=2)[C:10]=1[C:11]([F:14])([F:13])[F:12])=[O:5])[CH3:2]. (4) Given the product [CH:40]1([C:27]2([CH2:26][NH:25][C:22](=[O:24])[C:3]3[C:2]([F:1])=[C:7]([S:8][C:9]4[S:13][C:12]([NH:14][C:15]5[CH:20]=[C:19]([CH3:21])[CH:18]=[CH:17][N:16]=5)=[N:11][CH:10]=4)[CH:6]=[CH:5][N:4]=3)[CH2:28][CH2:29][N:30]([C:33]([O:35][C:36]([CH3:37])([CH3:38])[CH3:39])=[O:34])[CH2:31][CH2:32]2)[CH2:41][CH2:42][CH2:43][CH2:44][CH2:45]1, predict the reactants needed to synthesize it. The reactants are: [F:1][C:2]1[C:3]([C:22]([OH:24])=O)=[N:4][CH:5]=[CH:6][C:7]=1[S:8][C:9]1[S:13][C:12]([NH:14][C:15]2[CH:20]=[C:19]([CH3:21])[CH:18]=[CH:17][N:16]=2)=[N:11][CH:10]=1.[NH2:25][CH2:26][C:27]1([CH:40]2[CH2:45][CH2:44][CH2:43][CH2:42][CH2:41]2)[CH2:32][CH2:31][N:30]([C:33]([O:35][C:36]([CH3:39])([CH3:38])[CH3:37])=[O:34])[CH2:29][CH2:28]1. (5) The reactants are: [CH3:1][C:2]([S:5]([NH:7][C@@H:8]([C:11]1[CH:16]=[CH:15][C:14]([O:17][CH2:18][C:19]([F:22])([F:21])[F:20])=[CH:13][N:12]=1)[C:9]#[CH:10])=[O:6])([CH3:4])[CH3:3].[N:23]([C:26]([CH3:31])([CH3:30])[C:27]([OH:29])=[O:28])=[N+:24]=[N-:25].O=C1O[C@H]([C@H](CO)O)C([O-])=C1O.[Na+]. Given the product [C:2]([S:5]([NH:7][C@H:8]([C:11]1[CH:16]=[CH:15][C:14]([O:17][CH2:18][C:19]([F:22])([F:20])[F:21])=[CH:13][N:12]=1)[C:9]1[N:25]=[N:24][N:23]([C:26]([CH3:31])([CH3:30])[C:27]([OH:29])=[O:28])[CH:10]=1)=[O:6])([CH3:1])([CH3:3])[CH3:4], predict the reactants needed to synthesize it. (6) Given the product [Cl:9][C:10]1[CH:15]=[CH:14][C:13]([C:16]2[S:24][C:23]3[C:22](=[O:25])[N:21]([C:26]4[CH:31]=[CH:30][C:29]([O:32][CH2:33][C@@H:34]([CH:36]5[CH2:37][CH2:38]5)[O:35][C:5](=[O:6])[CH2:4][CH2:3][CH2:2][C:1]([OH:7])=[O:8])=[C:28]([O:39][CH3:40])[CH:27]=4)[CH:20]=[N:19][C:18]=3[CH:17]=2)=[CH:12][CH:11]=1, predict the reactants needed to synthesize it. The reactants are: [C:1]1(=[O:8])[O:7][C:5](=[O:6])[CH2:4][CH2:3][CH2:2]1.[Cl:9][C:10]1[CH:15]=[CH:14][C:13]([C:16]2[S:24][C:23]3[C:22](=[O:25])[N:21]([C:26]4[CH:31]=[CH:30][C:29]([O:32][CH2:33][C@@H:34]([CH:36]5[CH2:38][CH2:37]5)[OH:35])=[C:28]([O:39][CH3:40])[CH:27]=4)[CH:20]=[N:19][C:18]=3[CH:17]=2)=[CH:12][CH:11]=1.N1(C2C=CN=CC=2)CCCC1. (7) Given the product [C:29]([O:28][C:26]([N:24]1[CH2:25][C@@H:20]([N:19]([C:17]([C:8]2[C:9]([NH:11][CH2:12][CH2:13][CH2:14][O:15][CH3:16])=[N:10][C:5]([C:1]([CH3:2])([CH3:3])[CH3:4])=[N:6][CH:7]=2)=[O:18])[CH2:37][CH:38]([CH3:40])[CH3:39])[CH2:21][C@@H:22]([C:33]([OH:35])=[O:34])[CH2:23]1)=[O:27])([CH3:30])([CH3:32])[CH3:31], predict the reactants needed to synthesize it. The reactants are: [C:1]([C:5]1[N:10]=[C:9]([NH:11][CH2:12][CH2:13][CH2:14][O:15][CH3:16])[C:8]([C:17]([N:19]([CH2:37][CH:38]([CH3:40])[CH3:39])[C@@H:20]2[CH2:25][N:24]([C:26]([O:28][C:29]([CH3:32])([CH3:31])[CH3:30])=[O:27])[CH2:23][C@H:22]([C:33]([O:35]C)=[O:34])[CH2:21]2)=[O:18])=[CH:7][N:6]=1)([CH3:4])([CH3:3])[CH3:2].[OH-].[Na+].